Dataset: Forward reaction prediction with 1.9M reactions from USPTO patents (1976-2016). Task: Predict the product of the given reaction. Given the reactants [Br:1][C:2]1[CH:7]=[CH:6][C:5]([C:8]([CH3:12])([CH3:11])[CH:9]=[O:10])=[C:4]([F:13])[CH:3]=1.C[Si](C)(C)[C:16]([F:19])([F:18])[F:17].CCCC[N+](CCCC)(CCCC)CCCC.[F-].Cl, predict the reaction product. The product is: [Br:1][C:2]1[CH:7]=[CH:6][C:5]([C:8]([CH3:11])([CH3:12])[CH:9]([OH:10])[C:16]([F:19])([F:18])[F:17])=[C:4]([F:13])[CH:3]=1.